From a dataset of Reaction yield outcomes from USPTO patents with 853,638 reactions. Predict the reaction yield, written as a fraction of the theoretical maximum amount of product (1.0 means a 100% yield; for example, 0.34 means a 34% yield). The reactants are [F:1][C:2]1[CH:20]=[CH:19][C:18]([F:21])=[CH:17][C:3]=1[CH2:4][N:5]1[C:10](=[O:11])[CH2:9][NH:8][C:7]2[N:12]=[CH:13][C:14](I)=[CH:15][C:6]1=2.[CH2:22]([O:24][C:25]([C:27]1[CH:32]=[CH:31][C:30](B(O)O)=[CH:29][CH:28]=1)=[O:26])[CH3:23]. No catalyst specified. The product is [CH2:22]([O:24][C:25](=[O:26])[C:27]1[CH:32]=[CH:31][C:30]([C:14]2[CH:13]=[N:12][C:7]3[NH:8][CH2:9][C:10](=[O:11])[N:5]([CH2:4][C:3]4[CH:17]=[C:18]([F:21])[CH:19]=[CH:20][C:2]=4[F:1])[C:6]=3[CH:15]=2)=[CH:29][CH:28]=1)[CH3:23]. The yield is 0.620.